This data is from Peptide-MHC class I binding affinity with 185,985 pairs from IEDB/IMGT. The task is: Regression. Given a peptide amino acid sequence and an MHC pseudo amino acid sequence, predict their binding affinity value. This is MHC class I binding data. (1) The peptide sequence is KIRTQIPAEM. The MHC is Mamu-A02 with pseudo-sequence Mamu-A02. The binding affinity (normalized) is 0.763. (2) The peptide sequence is FNPSVLKIL. The MHC is H-2-Db with pseudo-sequence H-2-Db. The binding affinity (normalized) is 0.169. (3) The peptide sequence is RTLDFHDSNVK. The MHC is HLA-A11:01 with pseudo-sequence HLA-A11:01. The binding affinity (normalized) is 0.439. (4) The binding affinity (normalized) is 0.0847. The MHC is HLA-B15:01 with pseudo-sequence HLA-B15:01. The peptide sequence is RPASAGAML. (5) The peptide sequence is KNAGYLVGR. The MHC is HLA-A02:06 with pseudo-sequence HLA-A02:06. The binding affinity (normalized) is 0.